Dataset: Full USPTO retrosynthesis dataset with 1.9M reactions from patents (1976-2016). Task: Predict the reactants needed to synthesize the given product. Given the product [Br:1][C:2]1[CH:8]=[C:7]([NH2:9])[C:5]([NH2:6])=[C:4]([F:12])[CH:3]=1, predict the reactants needed to synthesize it. The reactants are: [Br:1][C:2]1[CH:8]=[C:7]([N+:9]([O-])=O)[C:5]([NH2:6])=[C:4]([F:12])[CH:3]=1.O.O.[Sn](Cl)Cl.